From a dataset of Full USPTO retrosynthesis dataset with 1.9M reactions from patents (1976-2016). Predict the reactants needed to synthesize the given product. Given the product [O:15]=[C:6]1[C:7]2[C:8](=[CH:11][CH:12]=[CH:13][CH:14]=2)[C:9](=[O:10])[N:5]1[CH2:1][CH2:2][C:3]1[N:18]=[N:17][N:16]([CH2:19][O:20][C:21](=[O:26])[C:22]([CH3:24])([CH3:23])[CH3:25])[CH:4]=1, predict the reactants needed to synthesize it. The reactants are: [CH2:1]([N:5]1[C:9](=[O:10])[C:8]2=[CH:11][CH:12]=[CH:13][CH:14]=[C:7]2[C:6]1=[O:15])[CH2:2][C:3]#[CH:4].[N:16]([CH2:19][O:20][C:21](=[O:26])[C:22]([CH3:25])([CH3:24])[CH3:23])=[N+:17]=[N-:18].O=C1O[C@H]([C@H](CO)O)C([O-])=C1O.[Na+].N.